This data is from Peptide-MHC class II binding affinity with 134,281 pairs from IEDB. The task is: Regression. Given a peptide amino acid sequence and an MHC pseudo amino acid sequence, predict their binding affinity value. This is MHC class II binding data. (1) The peptide sequence is DLEKYVEDTKIDLWS. The MHC is DRB1_1501 with pseudo-sequence DRB1_1501. The binding affinity (normalized) is 0.172. (2) The peptide sequence is QYIKANAKFIGITE. The MHC is DRB1_1501 with pseudo-sequence DRB1_1501. The binding affinity (normalized) is 0.200. (3) The peptide sequence is SNKFHIRLIKGELSN. The MHC is DRB1_0802 with pseudo-sequence DRB1_0802. The binding affinity (normalized) is 0.382.